Dataset: Reaction yield outcomes from USPTO patents with 853,638 reactions. Task: Predict the reaction yield, written as a fraction of the theoretical maximum amount of product (1.0 means a 100% yield; for example, 0.34 means a 34% yield). (1) The reactants are Cl.[CH:2]1([CH2:5][N:6]([CH2:19][CH:20]2[CH2:25][CH2:24][O:23][CH2:22][CH2:21]2)[C:7]2[C:8]([CH2:17][CH3:18])=[N:9][N:10]3[C:15](I)=[CH:14][CH:13]=[CH:12][C:11]=23)[CH2:4][CH2:3]1.C(=O)([O-])[O-].[K+].[K+].C1(P(C2C=CC=CC=2)C2C=CC=CC=2)C=CC=CC=1.[CH3:51][O:52][C:53]1[CH:58]=[C:57]([CH2:59][O:60][CH:61]2[CH2:66][CH2:65][CH2:64][CH2:63][O:62]2)[CH:56]=[C:55]([O:67][CH3:68])[C:54]=1B(O)O. The catalyst is COCCOC.C([O-])(=O)C.[Pd+2].C([O-])(=O)C.C(OCC)(=O)C.O. The product is [CH:2]1([CH2:5][N:6]([CH2:19][CH:20]2[CH2:25][CH2:24][O:23][CH2:22][CH2:21]2)[C:7]2[C:8]([CH2:17][CH3:18])=[N:9][N:10]3[C:15]([C:54]4[C:53]([O:52][CH3:51])=[CH:58][C:57]([CH2:59][O:60][CH:61]5[CH2:66][CH2:65][CH2:64][CH2:63][O:62]5)=[CH:56][C:55]=4[O:67][CH3:68])=[CH:14][CH:13]=[CH:12][C:11]=23)[CH2:4][CH2:3]1. The yield is 1.00. (2) The reactants are [OH-].[Na+].[C:3]([O:7][C@@H:8]([C:15]1[C:16]([CH3:45])=[N:17][C:18]([CH3:44])=[C:19]([C:28]2[CH:33]=[CH:32][C:31]([O:34][CH2:35][CH2:36][C:37]3[CH:42]=[CH:41][C:40]([F:43])=[CH:39][CH:38]=3)=[CH:30][CH:29]=2)[C:20]=1[N:21]1[CH2:24][CH:23]([CH:25]([CH3:27])[CH3:26])[CH2:22]1)[C:9]([O:11]C(C)C)=[O:10])([CH3:6])([CH3:5])[CH3:4].Cl. The catalyst is C(O)C. The product is [C:3]([O:7][C@@H:8]([C:15]1[C:16]([CH3:45])=[N:17][C:18]([CH3:44])=[C:19]([C:28]2[CH:29]=[CH:30][C:31]([O:34][CH2:35][CH2:36][C:37]3[CH:42]=[CH:41][C:40]([F:43])=[CH:39][CH:38]=3)=[CH:32][CH:33]=2)[C:20]=1[N:21]1[CH2:24][CH:23]([CH:25]([CH3:27])[CH3:26])[CH2:22]1)[C:9]([OH:11])=[O:10])([CH3:6])([CH3:4])[CH3:5]. The yield is 0.740. (3) The reactants are I[C:2]1[CH:3]=[CH:4][C:5]([C:18]([O:20][CH3:21])=[O:19])=[C:6]([NH:8][C:9]2[CH:17]=[CH:16][CH:15]=[CH:14][C:10]=2[C:11]([OH:13])=[O:12])[CH:7]=1.[I:22]C1C=C(C(OC)=O)C(N)=CC=1.[K+].[Br-].C(N(CC)CCNC(C1C2NC3C(=CC=CC=3)C(=O)C=2C(I)=CC=1)=O)C. The catalyst is ClCCl.C(O)C. The product is [I:22][C:3]1[CH:2]=[CH:7][C:6]([NH:8][C:9]2[CH:17]=[CH:16][CH:15]=[CH:14][C:10]=2[C:11]([OH:13])=[O:12])=[C:5]([C:18]([O:20][CH3:21])=[O:19])[CH:4]=1. The yield is 0.590. (4) The reactants are [CH:1]12[CH2:10][CH:7]([CH:8]=[CH:9]1)[CH:6]1[CH:2]2[CH:3]=[CH:4][CH2:5]1.[OH2:11].[OH2:12].C[N+]([O-])(C)C.[O-][Si]([O-])=O.[Mg+2].S([O-])(O)=O.[Na+]. The catalyst is ClCCl.C([O-])(=O)C.C([N+](CCCC)(CCCC)CCCC)CCC.[Os](=O)(=O)(=O)=O.N1C=CC=CC=1.CC(C)=O.O. The product is [CH:1]12[CH2:10][CH:7]([CH:8]([OH:12])[CH:9]1[OH:11])[CH:6]1[CH:2]2[CH:3]=[CH:4][CH2:5]1. The yield is 0.190. (5) The reactants are [C:1]([OH:6])(=[O:5])[C:2]([CH3:4])=[CH2:3].[CH:7]([O:9][CH2:10][CH3:11])=[CH2:8].O.C1(C)C=CC(S(O)(=O)=O)=CC=1. No catalyst specified. The product is [C:1]([O:6][CH:7]([O:9][CH2:10][CH3:11])[CH3:8])(=[O:5])[C:2]([CH3:4])=[CH2:3]. The yield is 0.800. (6) The yield is 0.380. The product is [F:1][C:2]1[CH:10]=[CH:9][C:5]([C:6]([C:13]2[C:14]3[C:19](=[CH:18][C:17]([C:20]([O:22][CH3:23])=[O:21])=[CH:16][CH:15]=3)[NH:11][CH:12]=2)=[O:7])=[CH:4][CH:3]=1. The catalyst is ClCCCl. The reactants are [F:1][C:2]1[CH:10]=[CH:9][C:5]([C:6](Cl)=[O:7])=[CH:4][CH:3]=1.[NH:11]1[C:19]2[C:14](=[CH:15][CH:16]=[C:17]([C:20]([O:22][CH3:23])=[O:21])[CH:18]=2)[CH:13]=[CH:12]1.[Cl-].C([Al+]CC)C. (7) The reactants are [F:1][C:2]([F:14])([F:13])[CH:3]([OH:12])[CH2:4][CH2:5][C:6]1[CH:11]=[CH:10][CH:9]=[CH:8][N:7]=1.[Si:15](Cl)([C:18]([CH3:21])([CH3:20])[CH3:19])([CH3:17])[CH3:16].N1C=CN=C1. The catalyst is ClCCl.CN(C)C1C=CN=CC=1. The product is [Si:15]([O:12][CH:3]([C:2]([F:1])([F:13])[F:14])[CH2:4][CH2:5][C:6]1[CH:11]=[CH:10][CH:9]=[CH:8][N:7]=1)([C:18]([CH3:21])([CH3:20])[CH3:19])([CH3:17])[CH3:16]. The yield is 0.890.